This data is from Catalyst prediction with 721,799 reactions and 888 catalyst types from USPTO. The task is: Predict which catalyst facilitates the given reaction. (1) The catalyst class is: 122. Reactant: [F:1][C:2]1[C:7]([C:8]([OH:10])=[O:9])=[C:6](I)[C:5]([CH3:12])=[CH:4][CH:3]=1.[NH:13]1[CH:17]=[CH:16][N:15]=[N:14]1.CN[C@H]1CCCC[C@@H]1NC.C([O-])([O-])=O.[Cs+].[Cs+]. Product: [F:1][C:2]1[C:7]([C:8]([OH:10])=[O:9])=[C:6]([N:14]2[N:15]=[CH:16][CH:17]=[N:13]2)[C:5]([CH3:12])=[CH:4][CH:3]=1. (2) The catalyst class is: 4. Reactant: [CH3:1]/[C:2](=[CH:6]\[C:7]1[CH:12]=[CH:11][CH:10]=[CH:9][CH:8]=1)/[C:3]([OH:5])=O.C(Cl)(=O)C(Cl)=O.[N:19]([CH2:22][CH2:23][NH2:24])=[N+:20]=[N-:21].C(N(CC)CC)C. Product: [N:19]([CH2:22][CH2:23][NH:24][C:3](=[O:5])/[C:2](/[CH3:1])=[CH:6]/[C:7]1[CH:12]=[CH:11][CH:10]=[CH:9][CH:8]=1)=[N+:20]=[N-:21]. (3) Product: [CH2:3]([O:5][C:6]([C:8]1[C:12]([O:13][CH2:30][CH:29]=[CH2:28])=[C:11]([C:14]2[CH:15]=[CH:16][C:17]([Cl:20])=[CH:18][CH:19]=2)[N:10]([C:21]2[CH:26]=[CH:25][CH:24]=[CH:23][C:22]=2[Cl:27])[N:9]=1)=[O:7])[CH3:4]. The catalyst class is: 16. Reactant: [H-].[Na+].[CH2:3]([O:5][C:6]([C:8]1[C:12]([OH:13])=[C:11]([C:14]2[CH:19]=[CH:18][C:17]([Cl:20])=[CH:16][CH:15]=2)[N:10]([C:21]2[CH:26]=[CH:25][CH:24]=[CH:23][C:22]=2[Cl:27])[N:9]=1)=[O:7])[CH3:4].[CH2:28](Br)[CH:29]=[CH2:30].C(OCC)(=O)C. (4) Reactant: [CH2:1]([O:3][C:4]([C:6]1[N:11]=[C:10]2[N:12]([CH3:15])[N:13]=[CH:14][C:9]2=[C:8](Cl)[N:7]=1)=[O:5])[CH3:2].[NH2:17][C:18]1[CH:19]=[C:20]([CH:34]=[CH:35][C:36]=1[CH3:37])[C:21]([NH:23][C:24]1[CH:29]=[CH:28][CH:27]=[C:26]([C:30]([F:33])([F:32])[F:31])[CH:25]=1)=[O:22]. Product: [CH2:1]([O:3][C:4]([C:6]1[N:11]=[C:10]2[N:12]([CH3:15])[N:13]=[CH:14][C:9]2=[C:8]([NH:17][C:18]2[CH:19]=[C:20]([C:21](=[O:22])[NH:23][C:24]3[CH:29]=[CH:28][CH:27]=[C:26]([C:30]([F:31])([F:32])[F:33])[CH:25]=3)[CH:34]=[CH:35][C:36]=2[CH3:37])[N:7]=1)=[O:5])[CH3:2]. The catalyst class is: 107. (5) Reactant: [C:1]([O:5][C:6](=[O:27])[NH:7][C@H:8]([C:10](=O)[NH:11][C:12]1[C:13]([NH:18][C:19]2[CH:24]=[CH:23][CH:22]=[CH:21][C:20]=2[CH3:25])=[N:14][CH:15]=[CH:16][CH:17]=1)[CH3:9])([CH3:4])([CH3:3])[CH3:2]. Product: [C:1]([O:5][C:6](=[O:27])[NH:7][C@H:8]([C:10]1[N:18]([C:19]2[CH:24]=[CH:23][CH:22]=[CH:21][C:20]=2[CH3:25])[C:13]2=[N:14][CH:15]=[CH:16][CH:17]=[C:12]2[N:11]=1)[CH3:9])([CH3:4])([CH3:3])[CH3:2]. The catalyst class is: 52.